Dataset: Full USPTO retrosynthesis dataset with 1.9M reactions from patents (1976-2016). Task: Predict the reactants needed to synthesize the given product. Given the product [Br:54][C:43]1[C:42]([C@H:36]([O:37][C:38]([CH3:39])([CH3:40])[CH3:41])[CH2:35][OH:34])=[C:51]([CH3:52])[CH:50]=[C:49]2[C:44]=1[CH:45]=[CH:46][C:47]([CH3:53])=[N:48]2, predict the reactants needed to synthesize it. The reactants are: C(O[C@@H](C1C(C2C=CC(Cl)=CC=2)=C2C(=CC=1Cl)N=C(C)C=C2)CO)(C)(C)C.C([O:34][CH2:35][C@H:36]([C:42]1[C:43]([Br:54])=[C:44]2[C:49](=[CH:50][C:51]=1[CH3:52])[N:48]=[C:47]([CH3:53])[CH:46]=[CH:45]2)[O:37][C:38]([CH3:41])([CH3:40])[CH3:39])(=O)C(C)(C)C.